This data is from Peptide-MHC class I binding affinity with 185,985 pairs from IEDB/IMGT. The task is: Regression. Given a peptide amino acid sequence and an MHC pseudo amino acid sequence, predict their binding affinity value. This is MHC class I binding data. The peptide sequence is IFEDQLLPFM. The MHC is H-2-Db with pseudo-sequence H-2-Db. The binding affinity (normalized) is 0.430.